From a dataset of Forward reaction prediction with 1.9M reactions from USPTO patents (1976-2016). Predict the product of the given reaction. (1) Given the reactants [CH3:1][N:2]([CH2:4][C-:5]1[CH:9]=[CH:8][CH:7]=[C:6]1[CH2:10][N:11]([CH3:13])[CH3:12])[CH3:3].[CH-:14]1[CH:18]=[CH:17][CH:16]=[CH:15]1.[Fe+2:19].C([Li])CCC.[CH2:25]=[O:26], predict the reaction product. The product is: [OH:26][CH2:25][C-:9]1[CH:8]=[CH:7][C:6]([CH2:10][N:11]([CH3:13])[CH3:12])=[C:5]1[CH2:4][N:2]([CH3:1])[CH3:3].[CH-:14]1[CH:18]=[CH:17][CH:16]=[CH:15]1.[Fe+2:19]. (2) Given the reactants F[C:2]1[CH:9]=[CH:8][C:5]([C:6]#[N:7])=[C:4]([C:10]([F:13])([F:12])[F:11])[C:3]=1[CH3:14].[NH2:15][C@H:16]([C:20]([OH:23])([CH3:22])[CH3:21])[C:17]([OH:19])=[O:18].C([O-])([O-])=O.[K+].[K+], predict the reaction product. The product is: [C:6]([C:5]1[CH:8]=[CH:9][C:2]([NH:15][C@H:16]([C:20]([OH:23])([CH3:22])[CH3:21])[C:17]([OH:19])=[O:18])=[C:3]([CH3:14])[C:4]=1[C:10]([F:13])([F:12])[F:11])#[N:7]. (3) The product is: [C:1]([O:4][C:35]1[C:33]2=[N:34][C:29]([C@@H:27]([NH:26][C:19]3[C:20]([C:24]#[N:25])=[C:21]([NH2:23])[N:22]=[C:17]([NH2:16])[N:18]=3)[CH3:28])=[C:30]([N:39]3[CH2:44][CH2:43][O:42][CH2:41][CH2:40]3)[CH:31]=[C:32]2[N:37]([CH3:38])[CH:36]=1)(=[O:3])[CH3:2]. Given the reactants [C:1]([OH:4])(=[O:3])[CH3:2].[C:1]([OH:4])(=[O:3])[CH3:2].IC1C=CC=CC=1.[NH2:16][C:17]1[N:22]=[C:21]([NH2:23])[C:20]([C:24]#[N:25])=[C:19]([NH:26][C@H:27]([C:29]2[N:34]=[C:33]3[CH:35]=[CH:36][N:37]([CH3:38])[C:32]3=[CH:31][C:30]=2[N:39]2[CH2:44][CH2:43][O:42][CH2:41][CH2:40]2)[CH3:28])[N:18]=1.[OH-].[Na+], predict the reaction product. (4) Given the reactants [CH3:1][O:2][C:3](=[O:15])[C@H:4]([OH:14])[C@H:5]([C:7]1[CH:12]=[CH:11][CH:10]=[CH:9][C:8]=1[Cl:13])[OH:6].CO[C:18](OC)([CH3:20])[CH3:19].C1(C)C=CC(S(O)(=O)=O)=CC=1, predict the reaction product. The product is: [CH3:1][O:2][C:3]([C@H:4]1[C@H:5]([C:7]2[CH:12]=[CH:11][CH:10]=[CH:9][C:8]=2[Cl:13])[O:6][C:18]([CH3:20])([CH3:19])[O:14]1)=[O:15]. (5) Given the reactants [Cl:1][C:2]1[C:3]([NH:15][C:16]([C:18]2[C:26]3[C:21](=[CH:22][CH:23]=[CH:24][C:25]=3[F:27])[N:20]([CH3:28])[CH:19]=2)=[O:17])=[CH:4][C:5]([F:14])=[C:6]([CH2:8][C:9]([O:11]CC)=[O:10])[CH:7]=1.[OH-].[Na+].Cl, predict the reaction product. The product is: [Cl:1][C:2]1[C:3]([NH:15][C:16]([C:18]2[C:26]3[C:21](=[CH:22][CH:23]=[CH:24][C:25]=3[F:27])[N:20]([CH3:28])[CH:19]=2)=[O:17])=[CH:4][C:5]([F:14])=[C:6]([CH2:8][C:9]([OH:11])=[O:10])[CH:7]=1. (6) Given the reactants [Cl:1][C:2]1[CH:13]=[CH:12][C:5]([C:6](N(OC)C)=[O:7])=[C:4]([NH:14][C:15]2[CH:20]=[CH:19][CH:18]=[C:17]([N:21]3[C:25]([CH3:26])=[CH:24][CH:23]=[C:22]3[CH3:27])[N:16]=2)[CH:3]=1.[CH2:28]1[CH2:32]O[CH2:30][CH2:29]1, predict the reaction product. The product is: [Cl:1][C:2]1[CH:13]=[CH:12][C:5]([C:6](=[O:7])[CH2:30][CH2:29][C:28]2[CH:32]=[CH:4][CH:3]=[CH:2][CH:13]=2)=[C:4]([NH:14][C:15]2[CH:20]=[CH:19][CH:18]=[C:17]([N:21]3[C:25]([CH3:26])=[CH:24][CH:23]=[C:22]3[CH3:27])[N:16]=2)[CH:3]=1. (7) Given the reactants [C:1]([NH:5][C:6](=[O:8])[OH:7])([CH3:4])([CH3:3])[CH3:2].C[O:10][CH2:11][C:12]1([S:15]([NH2:18])(=[O:17])=[O:16])[CH2:14][CH2:13]1.[CH3:19][C:20]1[O:24][N:23]=[C:22]([CH3:25])[C:21]=1[N:26]=C=O, predict the reaction product. The product is: [C:1]([NH:5][C:6](=[O:7])[OH:8])([CH3:4])([CH3:3])[CH3:2].[CH3:25][C:22]1[C:21]([NH:26][C:11]([C:12]2([S:15]([NH2:18])(=[O:17])=[O:16])[CH2:14][CH2:13]2)=[O:10])=[C:20]([CH3:19])[O:24][N:23]=1.